This data is from Reaction yield outcomes from USPTO patents with 853,638 reactions. The task is: Predict the reaction yield, written as a fraction of the theoretical maximum amount of product (1.0 means a 100% yield; for example, 0.34 means a 34% yield). The reactants are [Cl:1][C:2]1[CH:3]=[CH:4][N:5]=[C:6]2[C:11]=1[N:10]=[CH:9][C:8]([OH:12])=[CH:7]2.C(=O)([O-])[O-].[Cs+].[Cs+].FC(F)(F)S(O[CH2:25][C:26]([F:29])([F:28])[F:27])(=O)=O. The catalyst is CN(C=O)C. The product is [Cl:1][C:2]1[CH:3]=[CH:4][N:5]=[C:6]2[C:11]=1[N:10]=[CH:9][C:8]([O:12][CH2:25][C:26]([F:29])([F:28])[F:27])=[CH:7]2. The yield is 0.560.